The task is: Predict the product of the given reaction.. This data is from Forward reaction prediction with 1.9M reactions from USPTO patents (1976-2016). (1) Given the reactants [CH:1]([Mg]Cl)=[CH2:2].[N:5]1[CH:10]=[CH:9][CH:8]=[C:7](/[CH:11]=[N:12]/[CH2:13][CH:14]=[CH2:15])[CH:6]=1, predict the reaction product. The product is: [CH2:13]([NH:12][CH:11]([C:7]1[CH:6]=[N:5][CH:10]=[CH:9][CH:8]=1)[CH:1]=[CH2:2])[CH:14]=[CH2:15]. (2) Given the reactants O=[C:2]([C:9]1[C:14]([O:15][CH3:16])=[CH:13][C:12]([O:17][CH3:18])=[CH:11][C:10]=1[O:19][CH3:20])[CH2:3][CH2:4][C:5]([O:7]C)=O.[F:21][C:22]([F:33])([F:32])[O:23][C:24]1[CH:29]=[CH:28][C:27]([CH2:30][NH2:31])=[CH:26][CH:25]=1, predict the reaction product. The product is: [F:21][C:22]([F:32])([F:33])[O:23][C:24]1[CH:29]=[CH:28][C:27]([CH2:30][N:31]2[CH:2]([C:9]3[C:14]([O:15][CH3:16])=[CH:13][C:12]([O:17][CH3:18])=[CH:11][C:10]=3[O:19][CH3:20])[CH2:3][CH2:4][C:5]2=[O:7])=[CH:26][CH:25]=1. (3) Given the reactants C1(C)C=CC=CC=1.[CH2:8]([C@@:15]12[CH2:28][CH2:27][C@:26]([OH:33])([C:29]([F:32])([F:31])[F:30])[CH2:25][C@H:24]1[CH:23]=[CH:22][C:21]1[CH:20]=[C:19]([C:34](OC)=[O:35])[CH:18]=[CH:17][C:16]2=1)[C:9]1[CH:14]=[CH:13][CH:12]=[CH:11][CH:10]=1.[CH3:38][C:39]1[C:44]([NH2:45])=[CH:43][CH:42]=[CH:41][N:40]=1.[Li+].C[Si]([N-][Si](C)(C)C)(C)C, predict the reaction product. The product is: [CH2:8]([C@@:15]12[CH2:28][CH2:27][C@:26]([OH:33])([C:29]([F:32])([F:31])[F:30])[CH2:25][C@H:24]1[CH:23]=[CH:22][C:21]1[CH:20]=[C:19]([C:34]([NH:45][C:44]3[C:39]([CH3:38])=[N:40][CH:41]=[CH:42][CH:43]=3)=[O:35])[CH:18]=[CH:17][C:16]2=1)[C:9]1[CH:10]=[CH:11][CH:12]=[CH:13][CH:14]=1.